This data is from Experimentally validated miRNA-target interactions with 360,000+ pairs, plus equal number of negative samples. The task is: Binary Classification. Given a miRNA mature sequence and a target amino acid sequence, predict their likelihood of interaction. (1) The miRNA is mmu-miR-1843a-3p with sequence UCUGAUCGUUCACCUCCAUACA. The protein sequence of the target gene is MARLTKRRQADTKAIQHLWAAIEIIRNQKQIANIDRITKYMSRVHGMHPKETTRQLSLAVKDGLIVETLTVGCKGSKAGIEQEGYWLPGDEIDWETETHDWYCFECHLPGEVLICDLCFRVYHSKCLSDEFRLRDSSSHWQCPVCRSIKKKHSNKQEMGTYLRFIVSRMKERAIDLNKKGKDSKHPMYRRLVHSAVDVPTIQEKVNEGKYRSYEEFKADAQLLLHNTVIFYGADSEQADIARMLYKDTCHELDELQLCKNCFYLSNARPDNWFCYPCIPNHELVWAKMKGFGFWPAKVMQ.... Result: 0 (no interaction). (2) The miRNA is hsa-miR-4677-5p with sequence UUGUUCUUUGGUCUUUCAGCCA. The protein sequence of the target gene is MTAAANWVANGASLEDCHSNLFSLAELTGIKWRRYNFGGHGDCGPIISAPAQDDPILLSFIRCLQANLLCVWRRDVKPDCKELWIFWWGDEPNLVGVIHHELQVVEEGLWENGLSYECRTLLFKAIHNLLERCLMDKNFVRIGKWFVRPYDKDEKPVNKSEHLSCAFTFFLHGESNVCTSVEIAQHQPIYLINEEHLHMAQSSPAPFQVLVSPYGLNGTLTGHAYKMSDPAARKLIEEWHCFYPMVLRKREEPREEAELGYDDDFPVAVEVIVGGVRMVYPSAFVLVSQNDIPVPQSGHG.... Result: 0 (no interaction). (3) The miRNA is mmu-miR-337-5p with sequence CGGCGUCAUGCAGGAGUUGAUU. The protein sequence of the target gene is MMPGPRPRKGPQARGQGVAAAKQMGLFMEFGPEDMLLGMDEAEDDEDLEAELLALTGEAQTTGKKPAPKGQAPLPMAHIEKLAADCMRDVEEEEEEEGLEEDAELLTELQEVLGVDEETEPLDGDEVADPGGSEEENGLEDTEPPVQTAVLTASAPAAQAGASQGLHALLEERIHNYREAAASAKEAGEAAKARRCERGLKTLESQLASVRRGRKINEDEIPPPVALGKRPLAPQEPANRSPETDPPAPPALESDNPSQPETSLPGISAQPVSDLDPDPRALLSSRQREYKVAALSAKRA.... Result: 0 (no interaction). (4) The miRNA is mmu-miR-23a-5p with sequence GGGGUUCCUGGGGAUGGGAUUU. The protein sequence of the target gene is MASAAAGEAEETTRLRKPRFSFEENQILIREVRAHYPQLYGAQSRRVSVAERRRVWDGIAAKINGITSWKRTGQEVQKRWNDFKRRTKEKLARVPHSTQGAGPAAEDAFSAEEETIFAILGPGVAAPGAGAGAEEPPAAPSSQPPPPSACPQRYVLSEDRREDRRADTSAHSKAGSSSPEPWARPSCTPQEGGCPRPKERESPPPSALQPVQLPRLALSPPPPAPPLPPPPPLAQVAPSPPSPPPPPRPPPTLSASDPSLDFLRAQQETANAIRELAGTLRQGLAKLSEALSALLPLLPG.... Result: 0 (no interaction). (5) The miRNA is mmu-miR-1903 with sequence CCUUCUUCUUCUUCCUGAGACA. The protein sequence of the target gene is MAAGTLYTYPENWRAFKALIAAQYSGAQVRVLSAPPHFHFGQTNRTPEFLRKFPAGKVPAFEGDDGFCVFESNAIAYYVSNEELRGSTPEAAAQVVQWVSFADSDIVPPASTWVFPTLGIMHHNKQATENAKEEVRRILGLLDAYLKTRTFLVGERVTLADITVVCTLLWLYKQVLEPSFRQAFPNTNRWFLTCINQPQFRAVLGEVKLCEKMAQFDAKKFAETQPKKDTPRKEKGSREEKQKPQAERKEEKKAAAPAPEEEMDECEQALAAEPKAKDPFAHLPKSTFVLDEFKRKYSNE.... Result: 0 (no interaction). (6) The miRNA is mmu-miR-5101 with sequence UUUGUUUGUUUUGCUGAUGCAG. The protein sequence of the target gene is MEDPRRRTTAPRAKKPSAKRAPTQPSRTRAHAESCGPQRGARSRRAERDGDTTEKPRAPGPRVHPARATELTKDAQPSAMDAAGATARPAVRVPQQQAILDPELPAVREPQPPADPEARKVVRGPSHRRGARSTGQPRAPRGSRKEPDKLKKVLDKLRLKRKDISEAAETVNKVVERLLRRMQKRESEFKGVEQLNTGSYYEHVKISAPNEFDVMFKLEVPRIELQEYYETGAFYLVKFKRIPRGNPLSHFLEGEVLSATKMLSKFRKIIKEEVKEIKDIDVSVEKEKPGSPAVTLLIRN.... Result: 1 (interaction).